From a dataset of Human intestinal absorption (HIA) binary classification data from Hou et al.. Regression/Classification. Given a drug SMILES string, predict its absorption, distribution, metabolism, or excretion properties. Task type varies by dataset: regression for continuous measurements (e.g., permeability, clearance, half-life) or binary classification for categorical outcomes (e.g., BBB penetration, CYP inhibition). Dataset: hia_hou. (1) The drug is CC(=O)O[C@@H]1[C@H]([N+]2(C)CCCCC2)C[C@@H]2[C@@H]3CC[C@@H]4C[C@@H](OC(C)=O)[C@@H](N5CCCCC5)C[C@]4(C)[C@@H]3CC[C@@]12C. The result is 0 (poor absorption). (2) The compound is Cc1cnc(C(=O)O)c[n+]1[O-]. The result is 1 (good absorption). (3) The compound is CN(C)CC[C@H](c1ccccc1)c1ccccn1. The result is 1 (good absorption). (4) The molecule is COC(=O)c1c(C)cc([N+](=O)[O-])c(C(=O)OCCN(C)Cc2ccccc2)c1C1C=C(C)NC(C)=C1. The result is 1 (good absorption). (5) The compound is CCO. The result is 1 (good absorption). (6) The result is 1 (good absorption). The drug is COc1ccc2c(C(=S)N(C)CC(=O)O)ccc(C(F)(F)F)c2c1. (7) The drug is CCCCC(=O)N(Cc1ccc(-c2ccccc2-c2nnn[nH]2)cc1)[C@H](C(=O)O)C(C)C. The result is 1 (good absorption). (8) The compound is C[C@H](C(=O)O)c1ccc(N2Cc3ccccc3C2=O)cc1. The result is 1 (good absorption). (9) The compound is CC1(C)S[C@H]2[C@@H](NC(=O)[C@@H](NC(=O)N3CCN(S(C)(=O)=O)C3=O)c3ccccc3)C(=O)N2[C@@H]1C(=O)O. The result is 0 (poor absorption).